From a dataset of Experimentally validated miRNA-target interactions with 360,000+ pairs, plus equal number of negative samples. Binary Classification. Given a miRNA mature sequence and a target amino acid sequence, predict their likelihood of interaction. The miRNA is hsa-miR-1270 with sequence CUGGAGAUAUGGAAGAGCUGUGU. The protein sequence of the target gene is MGLQTTKWPGRGAFILKFWLIISLGLYLQVSKLLACPSVCRCDRNFVYCNERSLTSVPLGIPEGVTVLYLHNNQINNAGFPAELHNVQSVHTVYLYGNQLDEFPMNLPKNVRVLHLQENNIQTISRAALAQLLKLEELHLDDNSISTVGVEDGAFREAISLKLLFLSKNHLSSVPVGLPVDLQELRVDENRIAVISDMAFQNLTSLERLIVDGNLLTNKGIAEGTFSHLTKLKEFSIVRNSLSHPPPDLPGTHLIRLYLQDNQINHIPLTAFANLRKLERLDISNNQLRMLTQGVFDHLS.... Result: 0 (no interaction).